From a dataset of Catalyst prediction with 721,799 reactions and 888 catalyst types from USPTO. Predict which catalyst facilitates the given reaction. Reactant: [CH2:1]([O:3][C:4]([C:6]1[N:7]=[CH:8][N:9]2[C:18]3[C:13](=[CH:14][C:15]([O:23][CH3:24])=[C:16]([O:19][CH:20]([CH3:22])[CH3:21])[CH:17]=3)[CH2:12][CH2:11][C:10]=12)=[O:5])[CH3:2].[Br:25]N1C(=O)CCC1=O. Product: [CH2:1]([O:3][C:4]([C:6]1[N:7]=[C:8]([Br:25])[N:9]2[C:18]3[C:13](=[CH:14][C:15]([O:23][CH3:24])=[C:16]([O:19][CH:20]([CH3:21])[CH3:22])[CH:17]=3)[CH2:12][CH2:11][C:10]=12)=[O:5])[CH3:2]. The catalyst class is: 10.